This data is from Forward reaction prediction with 1.9M reactions from USPTO patents (1976-2016). The task is: Predict the product of the given reaction. Given the reactants [Cl:1][C:2]1[C:7]([C:8]2[CH:13]=[CH:12][CH:11]=[CH:10][CH:9]=2)=[N:6][N:5]=[C:4]2[NH:14][N:15]=[C:16]([C:17]3[CH:22]=[CH:21][CH:20]=[CH:19][CH:18]=3)[C:3]=12.[CH3:23][N:24]1[CH:28]=[C:27]([CH2:29]O)[CH:26]=[N:25]1, predict the reaction product. The product is: [Cl:1][C:2]1[C:7]([C:8]2[CH:9]=[CH:10][CH:11]=[CH:12][CH:13]=2)=[N:6][N:5]=[C:4]2[N:14]([CH2:29][C:27]3[CH:26]=[N:25][N:24]([CH3:23])[CH:28]=3)[N:15]=[C:16]([C:17]3[CH:18]=[CH:19][CH:20]=[CH:21][CH:22]=3)[C:3]=12.